Dataset: Full USPTO retrosynthesis dataset with 1.9M reactions from patents (1976-2016). Task: Predict the reactants needed to synthesize the given product. (1) Given the product [Br:1][C:2]1[CH:3]=[CH:4][C:5]([CH2:8][C:9]([NH:54][C:57]([NH:62][CH2:61][C:60]([F:64])([F:63])[F:59])=[O:42])([C:24]2[CH:29]=[CH:28][CH:27]=[C:26]([O:30][C:31]([F:34])([F:32])[F:33])[CH:25]=2)[C:13]2[CH:18]=[CH:17][CH:16]=[C:15]([O:19][C:20]([F:23])([F:22])[F:21])[CH:14]=2)=[CH:6][CH:7]=1, predict the reactants needed to synthesize it. The reactants are: [Br:1][C:2]1[CH:7]=[CH:6][C:5]([CH2:8][C:9]([C:24]2[CH:29]=[CH:28][CH:27]=[C:26]([O:30][C:31]([F:34])([F:33])[F:32])[CH:25]=2)([C:13]2[CH:18]=[CH:17][CH:16]=[C:15]([O:19][C:20]([F:23])([F:22])[F:21])[CH:14]=2)C(O)=O)=[CH:4][CH:3]=1.C1(P(N=[N+]=[N-])(C2C=CC=CC=2)=[O:42])C=CC=CC=1.C([N:54]([CH2:57]C)CC)C.[F:59][C:60]([F:64])([F:63])[CH2:61][NH2:62]. (2) Given the product [NH2:8][O:9][CH2:10][CH2:11][CH2:12][CH2:13][NH:14][C:15](=[O:30])[CH2:16][O:17][C:18]1[CH:27]=[C:26]2[C:21]([C:22]([CH3:29])=[CH:23][C:24](=[O:28])[O:25]2)=[CH:20][CH:19]=1, predict the reactants needed to synthesize it. The reactants are: C(OC([NH:8][O:9][CH2:10][CH2:11][CH2:12][CH2:13][NH:14][C:15](=[O:30])[CH2:16][O:17][C:18]1[CH:27]=[C:26]2[C:21]([C:22]([CH3:29])=[CH:23][C:24](=[O:28])[O:25]2)=[CH:20][CH:19]=1)=O)(C)(C)C.